From a dataset of Catalyst prediction with 721,799 reactions and 888 catalyst types from USPTO. Predict which catalyst facilitates the given reaction. Reactant: [O:1]=[C:2]1[NH:7][CH:6]([C:8]2[CH:15]=[CH:14][C:11]([C:12]#[N:13])=[CH:10][C:9]=2[S:16]([CH3:19])(=[O:18])=[O:17])[C:5]2[C:20](=[O:23])[CH2:21][CH2:22][C:4]=2[N:3]1[C:24]1[CH:29]=[CH:28][N:27]=[C:26]([C:30]([F:33])([F:32])[F:31])[CH:25]=1.[C:34](=O)([O-])[O-].[Cs+].[Cs+].CI.COC(C)(C)C.FC(F)(F)C(O)=O. Product: [CH3:19][S:16]([C:9]1[CH:10]=[C:11]([CH:14]=[CH:15][C:8]=1[CH:6]1[C:5]2[C:20](=[O:23])[CH2:21][CH2:22][C:4]=2[N:3]([C:24]2[CH:29]=[CH:28][N:27]=[C:26]([C:30]([F:32])([F:33])[F:31])[CH:25]=2)[C:2](=[O:1])[N:7]1[CH3:34])[C:12]#[N:13])(=[O:18])=[O:17]. The catalyst class is: 3.